This data is from Forward reaction prediction with 1.9M reactions from USPTO patents (1976-2016). The task is: Predict the product of the given reaction. Given the reactants [Cl:1][C:2]1[CH:7]=[CH:6][CH:5]=[C:4]([Cl:8])[C:3]=1[NH:9][C:10]1[N:14](C)[C:13]2[CH:16]=[C:17]([C:20](O)=[O:21])[CH:18]=[CH:19][C:12]=2[N:11]=1.Cl.[CH3:24][C:25]1([CH3:32])[CH2:30][CH2:29][CH:28]([NH2:31])[CH2:27][CH2:26]1.[CH3:33]N(C(ON1N=NC2C=CC=CC1=2)=[N+](C)C)C.[B-](F)(F)(F)F.CN1CCOCC1, predict the reaction product. The product is: [CH3:24][C:25]1([CH3:32])[CH2:30][CH2:29][CH:28]([NH:31][C:20]([C:17]2[CH:18]=[CH:19][C:12]3[N:11]([CH3:33])[C:10]([NH:9][C:3]4[C:2]([Cl:1])=[CH:7][CH:6]=[CH:5][C:4]=4[Cl:8])=[N:14][C:13]=3[CH:16]=2)=[O:21])[CH2:27][CH2:26]1.